From a dataset of Forward reaction prediction with 1.9M reactions from USPTO patents (1976-2016). Predict the product of the given reaction. Given the reactants [OH:1][CH:2]1[CH2:5][C:4]2([CH2:10][CH2:9][N:8](C(OCC3C=CC=CC=3)=O)[CH2:7][CH2:6]2)[CH2:3]1.[BrH:21].[CH2:22]([O:24]CC)[CH3:23], predict the reaction product. The product is: [BrH:21].[C:22]([O:1][CH:2]1[CH2:3][C:4]2([CH2:6][CH2:7][NH:8][CH2:9][CH2:10]2)[CH2:5]1)(=[O:24])[CH3:23].